This data is from Forward reaction prediction with 1.9M reactions from USPTO patents (1976-2016). The task is: Predict the product of the given reaction. (1) Given the reactants [S:1]1[CH2:5][CH2:4][N:3]=[C:2]1[C:6]1[NH:7][C:8]2[C:13]([CH:14]=1)=[CH:12][CH:11]=[CH:10][C:9]=2[NH2:15].C=O.N1C2C=CC=C[C:21]=2N=N1.O, predict the reaction product. The product is: [S:1]1[CH2:5][CH2:4][N:3]=[C:2]1[C:6]1[NH:7][C:8]2[C:13]([CH:14]=1)=[CH:12][CH:11]=[CH:10][C:9]=2[NH:15][CH3:21]. (2) Given the reactants [N+:1]([C:4]1[CH:5]=[N:6][C:7]([CH2:13][C:14]2[N:15]([C:19]3[C:24]([Br:25])=[CH:23][CH:22]=[CH:21][N:20]=3)[N:16]=[CH:17][CH:18]=2)=[C:8]([CH2:10][CH2:11][CH3:12])[CH:9]=1)([O-])=O.O.[Sn](Cl)(Cl)(Cl)Cl.O.[OH-].[Na+], predict the reaction product. The product is: [NH2:1][C:4]1[CH:5]=[N:6][C:7]([CH2:13][C:14]2[N:15]([C:19]3[C:24]([Br:25])=[CH:23][CH:22]=[CH:21][N:20]=3)[N:16]=[CH:17][CH:18]=2)=[C:8]([CH2:10][CH2:11][CH3:12])[CH:9]=1. (3) Given the reactants [OH-].[K+].[N+]([O-])(O)=O.[CH3:7][C:8]1[CH:9]=[C:10]([NH:14][C:15]([NH2:17])=[NH:16])[CH:11]=[CH:12][CH:13]=1.Br.Br[CH2:20][C:21]([C:23]1[CH:28]=[CH:27][N:26]=[CH:25][CH:24]=1)=O.CCN(CC)CC, predict the reaction product. The product is: [CH3:7][C:8]1[CH:9]=[C:10]([NH:14][C:15]2[NH:17][CH:20]=[C:21]([C:23]3[CH:28]=[CH:27][N:26]=[CH:25][CH:24]=3)[N:16]=2)[CH:11]=[CH:12][CH:13]=1.